This data is from Caco-2 cell permeability data measuring drug intestinal absorption for ~900 compounds. The task is: Regression/Classification. Given a drug SMILES string, predict its absorption, distribution, metabolism, or excretion properties. Task type varies by dataset: regression for continuous measurements (e.g., permeability, clearance, half-life) or binary classification for categorical outcomes (e.g., BBB penetration, CYP inhibition). For this dataset (caco2_wang), we predict Y. (1) The drug is CC(NC(=O)C(N)CC(N)=O)C(N)=O. The Y is -6.59 log Papp (cm/s). (2) The drug is Cn1c(=O)c2c(ncn2C)n(C)c1=O. The Y is -4.34 log Papp (cm/s). (3) The drug is COc1ccc(-c2oc3c(CC=C(C)C)c(O)cc(O)c3c(=O)c2O[C@H]2O[C@H](C)[C@@H](O)[C@H](O)[C@@H]2O)cc1. The Y is -5.84 log Papp (cm/s). (4) The compound is COC(=O)c1c(Cl)cc(Cl)cc1-c1cnc([C@@H](C)NC(=O)C2(NC(=O)C(F)(F)F)CC2)c(F)c1. The Y is -4.54 log Papp (cm/s). (5) The compound is CC(=O)N1CCN(c2ccc(OC[C@H]3CO[C@](Cn4ccnc4)(c4ccc(Cl)cc4Cl)O3)cc2)CC1. The Y is -4.93 log Papp (cm/s). (6) The compound is CNC(=O)[C@@H](Cc1ccccc1)NC(=O)[C@@H](Cc1ccccc1)NC(C)=O. The Y is -5.05 log Papp (cm/s).